From a dataset of Forward reaction prediction with 1.9M reactions from USPTO patents (1976-2016). Predict the product of the given reaction. (1) Given the reactants [Cl:1][C:2]1[CH:3]=[CH:4][CH:5]=[C:6]2[C:11]=1[N:10]=[C:9]([C:12]1[C:13]([CH3:18])=[N:14][CH:15]=[CH:16][CH:17]=1)[C:8]([CH:19](O)[CH3:20])=[CH:7]2.C(Cl)(Cl)[Cl:23].S(Cl)(Cl)=O, predict the reaction product. The product is: [ClH:1].[Cl:1][C:2]1[CH:3]=[CH:4][CH:5]=[C:6]2[C:11]=1[N:10]=[C:9]([C:12]1[C:13]([CH3:18])=[N:14][CH:15]=[CH:16][CH:17]=1)[C:8]([CH:19]([Cl:23])[CH3:20])=[CH:7]2. (2) Given the reactants [C:1]([NH:9][C:10]1[CH:15]=[CH:14][C:13]([C:16]2[CH:24]=[C:23]3[C:19]([CH2:20][N:21]([C@@H:26]([CH:31]([CH3:33])[CH3:32])[C:27]([O:29][CH3:30])=[O:28])[C:22]3=[O:25])=[CH:18][CH:17]=2)=[CH:12][CH:11]=1)(=[O:8])[C:2]1[CH:7]=[CH:6][CH:5]=[CH:4][CH:3]=1.NC1C=CC(C2C=C3C(CN([C@@H](C(C)C)C(OC)=O)C3=O)=CC=2)=CC=1.[O:59](C1C=CC=CC=1C(Cl)=O)[C:60]1[CH:65]=[CH:64][CH:63]=[CH:62][CH:61]=1, predict the reaction product. The product is: [CH3:32][CH:31]([CH3:33])[C@H:26]([N:21]1[CH2:20][C:19]2[C:23](=[CH:24][C:16]([C:13]3[CH:12]=[CH:11][C:10]([NH:9][C:1](=[O:8])[C:2]4[CH:3]=[CH:4][CH:5]=[CH:6][C:7]=4[O:59][C:60]4[CH:65]=[CH:64][CH:63]=[CH:62][CH:61]=4)=[CH:15][CH:14]=3)=[CH:17][CH:18]=2)[C:22]1=[O:25])[C:27]([O:29][CH3:30])=[O:28]. (3) Given the reactants [NH2:1][C:2]1[CH:3]=[C:4]([CH:9]=[C:10]([F:12])[CH:11]=1)[C:5]([O:7][CH3:8])=[O:6].[H-].[Na+].[CH2:15](Br)[C:16]1[CH:21]=[CH:20][CH:19]=[CH:18][CH:17]=1, predict the reaction product. The product is: [CH2:15]([N:1]([CH2:5][C:4]1[CH:9]=[CH:10][CH:11]=[CH:2][CH:3]=1)[C:2]1[CH:3]=[C:4]([CH:9]=[C:10]([F:12])[CH:11]=1)[C:5]([O:7][CH3:8])=[O:6])[C:16]1[CH:21]=[CH:20][CH:19]=[CH:18][CH:17]=1. (4) Given the reactants [F:1][CH:2]([F:14])[O:3][C:4]1[CH:8]=[C:7]([C:9]([O:11]C)=[O:10])[N:6]([CH3:13])[N:5]=1.[OH-].[Na+].Cl, predict the reaction product. The product is: [F:14][CH:2]([F:1])[O:3][C:4]1[CH:8]=[C:7]([C:9]([OH:11])=[O:10])[N:6]([CH3:13])[N:5]=1. (5) Given the reactants [CH3:1][O:2][C:3]1[CH:11]=[C:10]([O:12][CH3:13])[CH:9]=[C:8]2[C:4]=1[C:5](=[O:15])C(=O)[NH:7]2.[OH-:16].[Na+].OO.Cl, predict the reaction product. The product is: [CH3:13][O:12][C:10]1[CH:9]=[C:8]([NH2:7])[C:4](=[C:3]([O:2][CH3:1])[CH:11]=1)[C:5]([OH:15])=[O:16]. (6) Given the reactants [CH2:1]([NH:3][C:4]1[CH:8]=[C:7]([C:9]2[CH:14]=[CH:13][N:12]=[CH:11][CH:10]=2)[S:6][C:5]=1[C:15]([NH2:17])=[O:16])[CH3:2].[CH3:18][C:19]([CH3:21])=O.O.C1(C)C=CC(S(O)(=O)=O)=CC=1.C(=O)([O-])O.[Na+], predict the reaction product. The product is: [CH2:1]([N:3]1[C:4]2[CH:8]=[C:7]([C:9]3[CH:14]=[CH:13][N:12]=[CH:11][CH:10]=3)[S:6][C:5]=2[C:15](=[O:16])[NH:17][C:19]1([CH3:21])[CH3:18])[CH3:2]. (7) Given the reactants [ClH:1].COC1C=C2C(=CC=1OC)C([CH2:14][N:15]([CH3:35])[CH2:16][CH2:17][C:18]([N:20]1[CH2:26][CH2:25][C:24]3[CH:27]=[C:28]([O:33][CH3:34])[C:29]([O:31][CH3:32])=[CH:30][C:23]=3[CH2:22][CH2:21]1)=[O:19])C2.COC1C=C2C(=CC=1OC)C(CNC)C2.[CH3:51][O:52][C:53]1[CH:54]=[C:55]2[C:59](=[CH:60][C:61]=1[O:62][CH3:63])[CH2:58][CH:57]([CH2:64]CNC)[CH2:56]2, predict the reaction product. The product is: [ClH:1].[CH3:63][O:62][C:61]1[CH:60]=[C:59]2[C:55](=[CH:54][C:53]=1[O:52][CH3:51])[CH2:56][CH:57]([CH2:64][CH2:14][N:15]([CH3:35])[CH2:16][CH2:17][C:18]([N:20]1[CH2:26][CH2:25][C:24]3[CH:27]=[C:28]([O:33][CH3:34])[C:29]([O:31][CH3:32])=[CH:30][C:23]=3[CH2:22][CH2:21]1)=[O:19])[CH2:58]2. (8) Given the reactants [Br:1][C:2]1[CH:3]=[C:4]([CH:8]=[CH:9][C:10]=1[F:11])[C:5]([OH:7])=[O:6].S(Cl)(Cl)=O.[CH3:16][CH2:17]O, predict the reaction product. The product is: [Br:1][C:2]1[CH:3]=[C:4]([CH:8]=[CH:9][C:10]=1[F:11])[C:5]([O:7][CH2:16][CH3:17])=[O:6].